Dataset: Catalyst prediction with 721,799 reactions and 888 catalyst types from USPTO. Task: Predict which catalyst facilitates the given reaction. (1) Reactant: [CH:1]([N:3]1[CH:7]=[CH:6][N:5]=[CH:4]1)=[CH2:2].[NH+]1C=CNC=1.[Br:13][CH2:14][CH2:15][OH:16]. Product: [Br-:13].[OH:16][CH2:15][CH2:14][N+:5]1[CH:6]=[CH:7][N:3]([CH:1]=[CH2:2])[CH:4]=1. The catalyst class is: 11. (2) Reactant: [CH2:1]([N:3]([CH:30]1[CH2:35][CH2:34][O:33][CH2:32][CH2:31]1)[C:4]1[C:20]2[CH2:19][CH:18]=[CH:17][CH2:16][N:15]([CH3:21])[CH2:14][C:13]3[CH:22]=[C:23]([CH3:28])[N:24]=[C:25]([O:26]C)[C:12]=3[CH2:11][NH:10][C:9](=[O:29])[C:8]=2[CH:7]=[CH:6][CH:5]=1)[CH3:2].Cl. Product: [CH2:1]([N:3]([CH:30]1[CH2:31][CH2:32][O:33][CH2:34][CH2:35]1)[C:4]1[C:20]2[CH2:19][CH:18]=[CH:17][CH2:16][N:15]([CH3:21])[CH2:14][C:13]3[CH:22]=[C:23]([CH3:28])[NH:24][C:25](=[O:26])[C:12]=3[CH2:11][NH:10][C:9](=[O:29])[C:8]=2[CH:7]=[CH:6][CH:5]=1)[CH3:2]. The catalyst class is: 5.